From a dataset of Reaction yield outcomes from USPTO patents with 853,638 reactions. Predict the reaction yield, written as a fraction of the theoretical maximum amount of product (1.0 means a 100% yield; for example, 0.34 means a 34% yield). (1) The reactants are [Br:1]Br.[N:3]1[NH:4][C:5](=[O:10])[NH:6][C:7](=[O:9])[CH:8]=1. The catalyst is O. The product is [Br:1][C:8]1[C:7](=[O:9])[NH:6][C:5](=[O:10])[NH:4][N:3]=1. The yield is 0.464. (2) The reactants are C[O:2][C:3]([C:5]1[CH:6]=[C:7]([C:17]2[CH:22]=[CH:21][C:20]([CH3:23])=[CH:19][CH:18]=2)[CH:8]=[C:9]([N:11]2[C:15]([CH3:16])=[N:14][N:13]=[N:12]2)[CH:10]=1)=[O:4].O[Li].O. The catalyst is C1COCC1.O. The product is [CH3:23][C:20]1[CH:21]=[CH:22][C:17]([C:7]2[CH:8]=[C:9]([N:11]3[C:15]([CH3:16])=[N:14][N:13]=[N:12]3)[CH:10]=[C:5]([C:3]([OH:4])=[O:2])[CH:6]=2)=[CH:18][CH:19]=1. The yield is 0.950.